This data is from Reaction yield outcomes from USPTO patents with 853,638 reactions. The task is: Predict the reaction yield, written as a fraction of the theoretical maximum amount of product (1.0 means a 100% yield; for example, 0.34 means a 34% yield). (1) The reactants are [C:1]([O:5][C:6]([N:8]1[CH2:13][CH2:12][C:11]2[N:14]([CH3:26])[C:15]([C:17]3[C:22]([C:23]#[CH:24])=[CH:21][N:20]=[C:19]([NH2:25])[N:18]=3)=[CH:16][C:10]=2[C:9]1=[O:27])=[O:7])([CH3:4])([CH3:3])[CH3:2].I[C:29]1[CH:30]=[C:31]([CH2:35][C:36]([NH:38][C:39]2[CH:44]=[CH:43][C:42]([CH2:45][N:46]3[CH2:51][CH2:50][N:49]([CH2:52][CH2:53][CH3:54])[CH2:48][CH2:47]3)=[C:41]([C:55]([F:58])([F:57])[F:56])[CH:40]=2)=[O:37])[CH:32]=[CH:33][CH:34]=1. The catalyst is CN(C=O)C.O.[Cu]I.Cl[Pd](Cl)([P](C1C=CC=CC=1)(C1C=CC=CC=1)C1C=CC=CC=1)[P](C1C=CC=CC=1)(C1C=CC=CC=1)C1C=CC=CC=1. The product is [C:1]([O:5][C:6]([N:8]1[CH2:13][CH2:12][C:11]2[N:14]([CH3:26])[C:15]([C:17]3[C:22]([C:23]#[C:24][C:29]4[CH:34]=[CH:33][CH:32]=[C:31]([CH2:35][C:36](=[O:37])[NH:38][C:39]5[CH:44]=[CH:43][C:42]([CH2:45][N:46]6[CH2:47][CH2:48][N:49]([CH2:52][CH2:53][CH3:54])[CH2:50][CH2:51]6)=[C:41]([C:55]([F:58])([F:56])[F:57])[CH:40]=5)[CH:30]=4)=[CH:21][N:20]=[C:19]([NH2:25])[N:18]=3)=[CH:16][C:10]=2[C:9]1=[O:27])=[O:7])([CH3:4])([CH3:3])[CH3:2]. The yield is 0.490. (2) The reactants are F[C:2]1[CH:9]=[C:8]([F:10])[CH:7]=[CH:6][C:3]=1[C:4]#[N:5].C(O)(=O)C.[CH:15](N)=[NH:16].[H-].[Na+].C([O-])(O)=O.[Na+].CC([N:28](C)C)=O. No catalyst specified. The product is [F:10][C:8]1[CH:9]=[C:2]2[C:3]([C:4]([NH2:28])=[N:5][CH:15]=[N:16]2)=[CH:6][CH:7]=1. The yield is 0.250. (3) The reactants are [CH3:1][O:2][C:3]([C:5]1[S:6][C:7]([C:26]2[CH:31]=[CH:30][CH:29]=[CH:28][CH:27]=2)=[CH:8][C:9]=1[N:10]([C:17]([CH:19]1[CH2:24][CH2:23][CH:22]([CH3:25])[CH2:21][CH2:20]1)=[O:18])[CH:11]1[CH2:16][CH2:15][NH:14][CH2:13][CH2:12]1)=[O:4].[CH:32](=O)[C:33]1[CH:38]=[CH:37][CH:36]=[CH:35][CH:34]=1.C(O[BH-](OC(=O)C)OC(=O)C)(=O)C.[Na+]. The catalyst is ClC(Cl)C. The product is [CH3:1][O:2][C:3]([C:5]1[S:6][C:7]([C:26]2[CH:27]=[CH:28][CH:29]=[CH:30][CH:31]=2)=[CH:8][C:9]=1[N:10]([CH:11]1[CH2:16][CH2:15][N:14]([CH2:32][C:33]2[CH:38]=[CH:37][CH:36]=[CH:35][CH:34]=2)[CH2:13][CH2:12]1)[C:17]([CH:19]1[CH2:20][CH2:21][CH:22]([CH3:25])[CH2:23][CH2:24]1)=[O:18])=[O:4]. The yield is 0.610. (4) The reactants are [Br:1][C:2]1[CH:25]=[CH:24][C:5]2[C:6]([CH3:23])=[N:7][CH:8]([NH:12][C:13](=[O:22])[O:14][CH2:15][C:16]3[CH:21]=[CH:20][CH:19]=[CH:18][CH:17]=3)[C:9](=[O:11])[NH:10][C:4]=2[CH:3]=1.[C:26](=O)([O-])[O-].[K+].[K+].IC. The catalyst is CN(C)C=O.O.C(OCC)(=O)C. The product is [Br:1][C:2]1[CH:25]=[CH:24][C:5]2[C:6]([CH3:23])=[N:7][CH:8]([NH:12][C:13](=[O:22])[O:14][CH2:15][C:16]3[CH:21]=[CH:20][CH:19]=[CH:18][CH:17]=3)[C:9](=[O:11])[N:10]([CH3:26])[C:4]=2[CH:3]=1. The yield is 0.775. (5) The reactants are [Cl-].O[NH3+:3].[C:4](=[O:7])([O-])[OH:5].[Na+].CS(C)=O.[CH2:13]([O:15][C:16]1[CH:21]=[CH:20][C:19]([N:22]2[C:27](=[O:28])[C:26]([CH2:29][C:30]3[CH:35]=[CH:34][C:33]([C:36]4[C:37]([C:42]#[N:43])=[CH:38][CH:39]=[CH:40][CH:41]=4)=[CH:32][CH:31]=3)=[C:25]([CH2:44][CH2:45][CH3:46])[N:24]=[C:23]2[CH3:47])=[CH:18][C:17]=1[F:48])[CH3:14]. The catalyst is O.C(OCC)(=O)C. The product is [CH2:13]([O:15][C:16]1[CH:21]=[CH:20][C:19]([N:22]2[C:27](=[O:28])[C:26]([CH2:29][C:30]3[CH:35]=[CH:34][C:33]([C:36]4[CH:41]=[CH:40][CH:39]=[CH:38][C:37]=4[C:42]4[NH:3][C:4](=[O:7])[O:5][N:43]=4)=[CH:32][CH:31]=3)=[C:25]([CH2:44][CH2:45][CH3:46])[N:24]=[C:23]2[CH3:47])=[CH:18][C:17]=1[F:48])[CH3:14]. The yield is 0.700. (6) The reactants are [B:10]1([B:10]2[O:14][C:13]([CH3:16])([CH3:15])[C:12]([CH3:18])([CH3:17])[O:11]2)[O:14][C:13]([CH3:16])([CH3:15])[C:12]([CH3:18])([CH3:17])[O:11]1.C([O-])(=O)C.[K+].Br[C:25]1[CH:26]=[C:27]([C:31]#[C:32][C:33]([CH3:36])([OH:35])[CH3:34])[CH:28]=[CH:29][CH:30]=1. The catalyst is O1CCOCC1.C1C=CC(/C=C/C(/C=C/C2C=CC=CC=2)=O)=CC=1.C1C=CC(/C=C/C(/C=C/C2C=CC=CC=2)=O)=CC=1.[Pd].C1(P(C2CCCCC2)C2CCCCC2)CCCCC1. The product is [CH3:36][C:33]([OH:35])([C:32]#[C:31][C:27]1[CH:26]=[CH:25][CH:30]=[C:29]([B:10]2[O:11][C:12]([CH3:17])([CH3:18])[C:13]([CH3:15])([CH3:16])[O:14]2)[CH:28]=1)[CH3:34]. The yield is 0.880. (7) The reactants are C[Al](C)C.[CH3:5][N:6]1[CH2:12][CH2:11][CH2:10][N:9]([C:13]2[N:18]=[CH:17][C:16]([C:19]([O:21]C)=O)=[CH:15][N:14]=2)[CH2:8][CH2:7]1.[CH3:23][O:24][C:25]1[CH:26]=[C:27]([CH2:33][CH2:34][C:35]2[CH:36]=[C:37]([NH2:40])[NH:38][N:39]=2)[CH:28]=[C:29]([O:31][CH3:32])[CH:30]=1. The catalyst is C1(C)C=CC=CC=1. The product is [CH3:32][O:31][C:29]1[CH:28]=[C:27]([CH2:33][CH2:34][C:35]2[CH:36]=[C:37]([NH:40][C:19]([C:16]3[CH:17]=[N:18][C:13]([N:9]4[CH2:10][CH2:11][CH2:12][N:6]([CH3:5])[CH2:7][CH2:8]4)=[N:14][CH:15]=3)=[O:21])[NH:38][N:39]=2)[CH:26]=[C:25]([O:24][CH3:23])[CH:30]=1. The yield is 0.270.